Task: Predict the reactants needed to synthesize the given product.. Dataset: Full USPTO retrosynthesis dataset with 1.9M reactions from patents (1976-2016) (1) Given the product [Br:12][C:7]1[S:6][C:5]([S:8]([NH2:11])(=[O:10])=[O:9])=[CH:4][C:3]=1[O:2][CH3:1], predict the reactants needed to synthesize it. The reactants are: [CH3:1][O:2][C:3]1[CH:4]=[C:5]([S:8]([NH2:11])(=[O:10])=[O:9])[S:6][CH:7]=1.[Br:12]N1C(=O)CCC1=O. (2) Given the product [Br-:1].[S:11]1[CH:15]=[C:14]([CH:16]([NH:28][C:29]2[CH:34]=[CH:33][CH:32]=[CH:31][C:30]=2[CH2:35][CH3:36])[C:17]([O:19][C@@H:20]2[CH:25]3[CH2:26][CH2:27][N+:22]([CH2:2][C:3](=[O:4])[C:5]4[CH:10]=[CH:9][CH:8]=[CH:7][CH:6]=4)([CH2:23][CH2:24]3)[CH2:21]2)=[O:18])[C:13]2[CH:37]=[CH:38][CH:39]=[CH:40][C:12]1=2, predict the reactants needed to synthesize it. The reactants are: [Br:1][CH2:2][C:3]([C:5]1[CH:10]=[CH:9][CH:8]=[CH:7][CH:6]=1)=[O:4].[S:11]1[CH:15]=[C:14]([CH:16]([NH:28][C:29]2[CH:34]=[CH:33][CH:32]=[CH:31][C:30]=2[CH2:35][CH3:36])[C:17]([O:19][C@@H:20]2[CH:25]3[CH2:26][CH2:27][N:22]([CH2:23][CH2:24]3)[CH2:21]2)=[O:18])[C:13]2[CH:37]=[CH:38][CH:39]=[CH:40][C:12]1=2. (3) Given the product [Cl:1][C:2]1[N:6]2[CH:7]=[C:8]([C:15]3[CH:19]=[CH:18][O:17][CH:16]=3)[CH:9]=[C:10]([C:11]([F:13])([F:12])[F:14])[C:5]2=[N:4][C:3]=1[C:20]([N:33]1[CH2:32][CH2:31][CH:30]([N:26]2[CH2:25][C@H:24]([CH3:23])[O:28][C:27]2=[O:29])[CH2:35][CH2:34]1)=[O:22], predict the reactants needed to synthesize it. The reactants are: [Cl:1][C:2]1[N:6]2[CH:7]=[C:8]([C:15]3[CH:19]=[CH:18][O:17][CH:16]=3)[CH:9]=[C:10]([C:11]([F:14])([F:13])[F:12])[C:5]2=[N:4][C:3]=1[C:20]([OH:22])=O.[CH3:23][C@@H:24]1[O:28][C:27](=[O:29])[N:26]([CH:30]2[CH2:35][CH2:34][NH:33][CH2:32][CH2:31]2)[CH2:25]1.CCN(C(C)C)C(C)C.CN(C(ON1N=NC2C=CC=NC1=2)=[N+](C)C)C.F[P-](F)(F)(F)(F)F. (4) Given the product [Cl:14][C:4]1[N:5]=[C:6]([CH3:8])[CH:7]=[C:2]([CH3:1])[C:3]=1[C:10]#[N:11], predict the reactants needed to synthesize it. The reactants are: [CH3:1][C:2]1[CH:7]=[C:6]([CH3:8])[NH:5][C:4](=O)[C:3]=1[C:10]#[N:11].P(Cl)(Cl)([Cl:14])=O. (5) Given the product [CH3:23][C:22]1[S:24][C:2]([C:16]2[CH:21]=[CH:20][CH:19]=[CH:18][CH:17]=2)=[C:3]([C:5]2[CH:6]=[CH:7][C:8]3[O:13][CH2:12][C:11](=[O:14])[NH:10][C:9]=3[CH:15]=2)[N:25]=1, predict the reactants needed to synthesize it. The reactants are: Br[CH:2]([C:16]1[CH:21]=[CH:20][CH:19]=[CH:18][CH:17]=1)[C:3]([C:5]1[CH:6]=[CH:7][C:8]2[O:13][CH2:12][C:11](=[O:14])[NH:10][C:9]=2[CH:15]=1)=O.[C:22]([NH2:25])(=[S:24])[CH3:23].